This data is from NCI-60 drug combinations with 297,098 pairs across 59 cell lines. The task is: Regression. Given two drug SMILES strings and cell line genomic features, predict the synergy score measuring deviation from expected non-interaction effect. (1) Drug 1: CC1=C2C(C(=O)C3(C(CC4C(C3C(C(C2(C)C)(CC1OC(=O)C(C(C5=CC=CC=C5)NC(=O)OC(C)(C)C)O)O)OC(=O)C6=CC=CC=C6)(CO4)OC(=O)C)O)C)O. Drug 2: CN1C2=C(C=C(C=C2)N(CCCl)CCCl)N=C1CCCC(=O)O.Cl. Cell line: UACC-257. Synergy scores: CSS=2.17, Synergy_ZIP=-1.19, Synergy_Bliss=2.79, Synergy_Loewe=2.37, Synergy_HSA=2.37. (2) Drug 1: COC1=C(C=C2C(=C1)N=CN=C2NC3=CC(=C(C=C3)F)Cl)OCCCN4CCOCC4. Drug 2: CC1OCC2C(O1)C(C(C(O2)OC3C4COC(=O)C4C(C5=CC6=C(C=C35)OCO6)C7=CC(=C(C(=C7)OC)O)OC)O)O. Cell line: U251. Synergy scores: CSS=64.1, Synergy_ZIP=4.81, Synergy_Bliss=4.49, Synergy_Loewe=5.42, Synergy_HSA=9.07. (3) Drug 1: CC12CCC3C(C1CCC2NC(=O)OCC(F)(F)F)CCC4C3(C=CC(=O)N4C)C. Drug 2: CCC1(C2=C(COC1=O)C(=O)N3CC4=CC5=C(C=CC(=C5CN(C)C)O)N=C4C3=C2)O. Cell line: SK-OV-3. Synergy scores: CSS=48.9, Synergy_ZIP=6.67, Synergy_Bliss=5.24, Synergy_Loewe=-30.1, Synergy_HSA=1.83. (4) Drug 1: C(CC(=O)O)C(=O)CN.Cl. Drug 2: C1=CN(C=N1)CC(O)(P(=O)(O)O)P(=O)(O)O. Cell line: UO-31. Synergy scores: CSS=-3.01, Synergy_ZIP=6.74, Synergy_Bliss=11.9, Synergy_Loewe=-2.37, Synergy_HSA=-0.521. (5) Drug 1: C1=C(C(=O)NC(=O)N1)F. Drug 2: C(CN)CNCCSP(=O)(O)O. Cell line: K-562. Synergy scores: CSS=48.7, Synergy_ZIP=0.707, Synergy_Bliss=0.553, Synergy_Loewe=-14.9, Synergy_HSA=-2.07.